From a dataset of Peptide-MHC class II binding affinity with 134,281 pairs from IEDB. Regression. Given a peptide amino acid sequence and an MHC pseudo amino acid sequence, predict their binding affinity value. This is MHC class II binding data. The peptide sequence is GELQIVDKIDPAFKI. The binding affinity (normalized) is 0.564. The MHC is DRB1_0802 with pseudo-sequence DRB1_0802.